This data is from Forward reaction prediction with 1.9M reactions from USPTO patents (1976-2016). The task is: Predict the product of the given reaction. Given the reactants C(OC(=O)[NH:7][C@H:8]([C:19](=[O:22])[NH:20][CH3:21])[CH2:9][C:10]1[CH:15]=[CH:14][C:13]([N+:16]([O-:18])=[O:17])=[CH:12][CH:11]=1)(C)(C)C, predict the reaction product. The product is: [NH2:7][C@@H:8]([CH2:9][C:10]1[CH:15]=[CH:14][C:13]([N+:16]([O-:18])=[O:17])=[CH:12][CH:11]=1)[C:19]([NH:20][CH3:21])=[O:22].